From a dataset of Forward reaction prediction with 1.9M reactions from USPTO patents (1976-2016). Predict the product of the given reaction. Given the reactants [S:1]1[CH:5]=[CH:4][N:3]=[C:2]1[C:6]1([OH:10])[CH2:9][CH2:8][CH2:7]1.[H-].[Na+].[CH2:13](Br)[C:14]1[CH:19]=[CH:18][CH:17]=[CH:16][CH:15]=1, predict the reaction product. The product is: [CH2:13]([O:10][C:6]1([C:2]2[S:1][CH:5]=[CH:4][N:3]=2)[CH2:9][CH2:8][CH2:7]1)[C:14]1[CH:19]=[CH:18][CH:17]=[CH:16][CH:15]=1.